From a dataset of Catalyst prediction with 721,799 reactions and 888 catalyst types from USPTO. Predict which catalyst facilitates the given reaction. (1) Reactant: [OH:1][C:2]1[CH:3]=[CH:4][C:5]([N+:12]([O-:14])=[O:13])=[C:6]([CH:11]=1)[C:7]([O:9][CH3:10])=[O:8].[CH3:15][C:16]1([CH3:19])[CH2:18][O:17]1.C(=O)([O-])[O-].[K+].[K+].O.P([O-])(O)(O)=O.[Na+]. Product: [OH:17][C:16]([CH3:19])([CH3:18])[CH2:15][O:1][C:2]1[CH:3]=[CH:4][C:5]([N+:12]([O-:14])=[O:13])=[C:6]([CH:11]=1)[C:7]([O:9][CH3:10])=[O:8]. The catalyst class is: 47. (2) Reactant: [NH2:1][C:2]1[O:6][CH:5]([C:7]2[CH:12]=[CH:11][C:10]([F:13])=[CH:9][CH:8]=2)[C:4](=[O:14])[C:3]=1[OH:15].C(N(CC)CC)C.[C:23]1([CH2:29][S:30](Cl)(=[O:32])=[O:31])[CH:28]=[CH:27][CH:26]=[CH:25][CH:24]=1.[Cl-].[NH4+]. Product: [F:13][C:10]1[CH:9]=[CH:8][C:7]([CH:5]2[C:4](=[O:14])[C:3]([O:15][S:30]([CH2:29][C:23]3[CH:28]=[CH:27][CH:26]=[CH:25][CH:24]=3)(=[O:32])=[O:31])=[C:2]([NH2:1])[O:6]2)=[CH:12][CH:11]=1. The catalyst class is: 1. (3) Reactant: [CH3:1][N:2]([CH3:28])[C:3]([C:5]1[C:6]([CH2:17][CH2:18][C:19]([C:21]2[CH:26]=[CH:25][CH:24]=[CH:23][C:22]=2[CH3:27])=[O:20])=[C:7]([OH:16])[C:8]2[N:9]([C:11]([CH3:15])=[C:12]([CH3:14])[N:13]=2)[CH:10]=1)=[O:4].[BH4-].[Na+].[Cl-].[NH4+].ClCCl. Product: [CH3:28][N:2]([CH3:1])[C:3]([C:5]1[C:6]([CH2:17][CH2:18][CH:19]([OH:20])[C:21]2[CH:26]=[CH:25][CH:24]=[CH:23][C:22]=2[CH3:27])=[C:7]([OH:16])[C:8]2[N:9]([C:11]([CH3:15])=[C:12]([CH3:14])[N:13]=2)[CH:10]=1)=[O:4]. The catalyst class is: 8. (4) Reactant: [OH:1][C:2]1[CH:7]=[CH:6][C:5]([CH2:8][CH:9]([CH3:15])[C:10]([O:12][CH2:13][CH3:14])=[O:11])=[CH:4][CH:3]=1.C(=O)([O-])[O-].[K+].[K+].[I-].[CH3:23][N+:24](=[CH2:26])[CH3:25].O. Product: [CH3:23][N:24]([CH2:26][C:7]1[CH:6]=[C:5]([CH2:8][CH:9]([CH3:15])[C:10]([O:12][CH2:13][CH3:14])=[O:11])[CH:4]=[CH:3][C:2]=1[OH:1])[CH3:25]. The catalyst class is: 11. (5) Reactant: C(O[BH-](OC(=O)C)OC(=O)C)(=O)C.[Na+].[Cl:15][C:16]1[C:21]([CH2:22][CH:23]=O)=[CH:20][CH:19]=[C:18]([Cl:25])[N:17]=1.[NH2:26][CH:27]1[CH2:32][CH2:31][N:30]([C:33]([O:35][C:36]([CH3:39])([CH3:38])[CH3:37])=[O:34])[CH2:29][CH2:28]1.C(=O)(O)[O-].[Na+]. The catalyst class is: 1. Product: [Cl:15][C:16]1[C:21]([CH2:22][CH2:23][NH:26][CH:27]2[CH2:28][CH2:29][N:30]([C:33]([O:35][C:36]([CH3:39])([CH3:38])[CH3:37])=[O:34])[CH2:31][CH2:32]2)=[CH:20][CH:19]=[C:18]([Cl:25])[N:17]=1.